Dataset: Full USPTO retrosynthesis dataset with 1.9M reactions from patents (1976-2016). Task: Predict the reactants needed to synthesize the given product. The reactants are: [CH3:1][C:2]1[N:3]([CH2:18][CH2:19][O:20][CH2:21][CH2:22][CH2:23][C:24]2[CH:25]=[N:26][CH:27]=[CH:28][CH:29]=2)[C:4]2[C:13]3[C:8](=[CH:9][CH:10]=[CH:11][CH:12]=3)[N:7]3N=N[N:16]=[C:6]3[C:5]=2[N:17]=1.C1(P(C2C=CC=CC=2)C2C=CC=CC=2)C=CC=CC=1.[OH-].[Na+].O. Given the product [CH3:1][C:2]1[N:3]([CH2:18][CH2:19][O:20][CH2:21][CH2:22][CH2:23][C:24]2[CH:25]=[N:26][CH:27]=[CH:28][CH:29]=2)[C:4]2[C:13]3[CH:12]=[CH:11][CH:10]=[CH:9][C:8]=3[N:7]=[C:6]([NH2:16])[C:5]=2[N:17]=1, predict the reactants needed to synthesize it.